Dataset: Catalyst prediction with 721,799 reactions and 888 catalyst types from USPTO. Task: Predict which catalyst facilitates the given reaction. (1) The catalyst class is: 862. Product: [Si:1]([O:18][CH2:19][C:20]1[C:21]([N:36]2[CH2:37][C@H:38]([CH3:43])[O:39][C@H:40]([CH3:42])[CH2:41]2)=[C:22]([Cl:35])[C:23]([F:34])=[C:24]([C:26]([C:28]2[CH:33]=[CH:32][CH:31]=[CH:30][N:29]=2)=[O:27])[CH:25]=1)([C:14]([CH3:15])([CH3:16])[CH3:17])([C:2]1[CH:7]=[CH:6][CH:5]=[CH:4][CH:3]=1)[C:8]1[CH:9]=[CH:10][CH:11]=[CH:12][CH:13]=1. Reactant: [Si:1]([O:18][CH2:19][C:20]1[C:21]([N:36]2[CH2:41][C@H:40]([CH3:42])[O:39][C@H:38]([CH3:43])[CH2:37]2)=[C:22]([Cl:35])[C:23]([F:34])=[C:24]([CH:26]([C:28]2[CH:33]=[CH:32][CH:31]=[CH:30][N:29]=2)[OH:27])[CH:25]=1)([C:14]([CH3:17])([CH3:16])[CH3:15])([C:8]1[CH:13]=[CH:12][CH:11]=[CH:10][CH:9]=1)[C:2]1[CH:7]=[CH:6][CH:5]=[CH:4][CH:3]=1.C[N+]1([O-])CCOCC1. (2) Reactant: [OH-].[Na+].[F:3][C:4]1[CH:9]=[CH:8][C:7]([F:10])=[CH:6][C:5]=1/[CH:11]=[CH:12]/[CH2:13][N:14]1[CH2:17][C:16]([CH2:22][CH2:23][CH2:24][C:25]2[C:34]3[C:29](=[CH:30][CH:31]=[C:32]([O:35][CH3:36])[CH:33]=3)[N:28]=[CH:27][C:26]=2[F:37])([C:18]([O:20]C)=[O:19])[CH2:15]1.Cl. Product: [F:3][C:4]1[CH:9]=[CH:8][C:7]([F:10])=[CH:6][C:5]=1/[CH:11]=[CH:12]/[CH2:13][N:14]1[CH2:17][C:16]([CH2:22][CH2:23][CH2:24][C:25]2[C:34]3[C:29](=[CH:30][CH:31]=[C:32]([O:35][CH3:36])[CH:33]=3)[N:28]=[CH:27][C:26]=2[F:37])([C:18]([OH:20])=[O:19])[CH2:15]1. The catalyst class is: 12. (3) The catalyst class is: 8. Product: [CH2:1]([O:3][C:4]([C:6]1[C:7]([NH:15][C:16]2[N:20]([CH3:21])[N:19]=[C:18]([CH3:22])[CH:17]=2)=[N:8][C:9]([S:12][CH3:13])=[N:10][CH:11]=1)=[O:5])[CH3:2]. Reactant: [CH2:1]([O:3][C:4]([C:6]1[C:7](Cl)=[N:8][C:9]([S:12][CH3:13])=[N:10][CH:11]=1)=[O:5])[CH3:2].[NH2:15][C:16]1[N:20]([CH3:21])[N:19]=[C:18]([CH3:22])[CH:17]=1.